This data is from Full USPTO retrosynthesis dataset with 1.9M reactions from patents (1976-2016). The task is: Predict the reactants needed to synthesize the given product. (1) Given the product [Cl:3][C:4]1[CH:9]=[CH:8][C:7]([C@H:10]2[CH2:15][CH2:14][N:13]3[C:12]([NH:1][N:2]=[C:29]([CH2:28][N:19]4[C:18](=[O:17])[C:26]5[C:21](=[CH:22][CH:23]=[CH:24][CH:25]=5)[C:20]4=[O:27])[C:30]3=[O:32])=[N:11]2)=[CH:6][CH:5]=1, predict the reactants needed to synthesize it. The reactants are: [NH2:1][NH2:2].[Cl:3][C:4]1[CH:9]=[CH:8][C:7]([C@H:10]2[CH2:15][CH2:14][NH:13][C:12](=O)[NH:11]2)=[CH:6][CH:5]=1.[O:17]=[C:18]1[C:26]2[C:21](=[CH:22][CH:23]=[CH:24][CH:25]=2)[C:20](=[O:27])[N:19]1[CH2:28][C:29](=O)[C:30]([O:32]CC)=O. (2) Given the product [OH:8][C:5]1[CH:6]=[CH:7][C:2]([NH:1][CH2:10][C:12]2[CH:21]=[CH:20][C:15]([C:16]([O:18][CH3:19])=[O:17])=[C:14]([CH3:22])[CH:13]=2)=[C:3]([CH3:9])[CH:4]=1, predict the reactants needed to synthesize it. The reactants are: [NH2:1][C:2]1[C:3]([CH3:9])=[CH:4][C:5]([OH:8])=[CH:6][CH:7]=1.[CH:10]([C:12]1[CH:21]=[CH:20][C:15]([C:16]([O:18][CH3:19])=[O:17])=[C:14]([CH3:22])[CH:13]=1)=O.C(O[BH-](OC(=O)C)OC(=O)C)(=O)C.[Na+]. (3) Given the product [CH2:13]([C:1]1([C:7]([O:9][CH3:10])=[O:8])[CH2:6][CH2:5][CH2:4][CH2:3][CH2:2]1)[CH:12]=[CH2:11], predict the reactants needed to synthesize it. The reactants are: [CH:1]1([C:7]([O:9][CH3:10])=[O:8])[CH2:6][CH2:5][CH2:4][CH2:3][CH2:2]1.[CH2:11](Br)[CH:12]=[CH2:13].CC(C)([O-])C.[K+].Cl. (4) Given the product [CH3:1][C@H:2]([NH2:10])[CH2:3][C:4]1[CH:5]=[CH:6][CH:7]=[CH:8][CH:9]=1, predict the reactants needed to synthesize it. The reactants are: [CH3:1][C@H:2]([NH2:10])[CH2:3][C:4]1[CH:9]=[CH:8][CH:7]=[CH:6][CH:5]=1.[CH3:1][C@H:2]([NH2:10])[CH2:3][C:4]1[CH:9]=[CH:8][CH:7]=[CH:6][CH:5]=1.OS(O)(=O)=O.[OH-].[Na+]. (5) Given the product [F:1][C:2]1[CH:7]=[C:6]([CH3:8])[CH:5]=[CH:4][C:3]=1[O:9][C:18]1[C:27]2[C:26](=[O:28])[N:25]([CH2:29][C:30]3[CH:31]=[CH:32][C:33]([O:36][CH3:37])=[CH:34][CH:35]=3)[C:24](=[O:38])[N:23]([C:39]3[CH:44]=[CH:43][C:42]([I:45])=[CH:41][C:40]=3[F:46])[C:22]=2[N:21]([CH3:47])[C:20](=[O:48])[CH:19]=1, predict the reactants needed to synthesize it. The reactants are: [F:1][C:2]1[CH:7]=[C:6]([CH3:8])[CH:5]=[CH:4][C:3]=1[OH:9].[H-].[Na+].FC(F)(F)S(O[C:18]1[C:27]2[C:26](=[O:28])[N:25]([CH2:29][C:30]3[CH:35]=[CH:34][C:33]([O:36][CH3:37])=[CH:32][CH:31]=3)[C:24](=[O:38])[N:23]([C:39]3[CH:44]=[CH:43][C:42]([I:45])=[CH:41][C:40]=3[F:46])[C:22]=2[N:21]([CH3:47])[C:20](=[O:48])[CH:19]=1)(=O)=O. (6) Given the product [Cl:39][C:38]1[C:23]([NH:22][C:2]2[N:3]=[CH:4][C:5]3[N:6]([CH3:21])[C:7](=[O:20])[C:8]4([CH2:19][CH2:18]4)[CH2:9][N:10]([CH:13]4[CH2:14][CH2:15][CH2:16][CH2:17]4)[C:11]=3[N:12]=2)=[CH:24][C:25]([F:40])=[C:26]([CH:37]=1)[C:27]([NH:29][CH:30]1[CH2:31][CH2:32][N:33]([CH3:36])[CH2:34][CH2:35]1)=[O:28], predict the reactants needed to synthesize it. The reactants are: Cl[C:2]1[N:3]=[CH:4][C:5]2[N:6]([CH3:21])[C:7](=[O:20])[C:8]3([CH2:19][CH2:18]3)[CH2:9][N:10]([CH:13]3[CH2:17][CH2:16][CH2:15][CH2:14]3)[C:11]=2[N:12]=1.[NH2:22][C:23]1[C:38]([Cl:39])=[CH:37][C:26]([C:27]([NH:29][CH:30]2[CH2:35][CH2:34][N:33]([CH3:36])[CH2:32][CH2:31]2)=[O:28])=[C:25]([F:40])[CH:24]=1.CC1(C)C2C(=C(P(C3C=CC=CC=3)C3C=CC=CC=3)C=CC=2)OC2C(P(C3C=CC=CC=3)C3C=CC=CC=3)=CC=CC1=2.C(=O)([O-])[O-].[Cs+].[Cs+]. (7) Given the product [F:21][C:22]1[C:27]2[B:28]([OH:31])[O:29][CH2:30][C:26]=2[CH:25]=[C:24]([O:32][C:2]2[CH:9]=[C:8]([C:10]([F:13])([F:12])[F:11])[C:5]([C:6]#[N:7])=[C:4]([O:14][CH2:15][CH2:16][O:17][CH:18]([CH3:20])[CH3:19])[N:3]=2)[CH:23]=1, predict the reactants needed to synthesize it. The reactants are: Cl[C:2]1[CH:9]=[C:8]([C:10]([F:13])([F:12])[F:11])[C:5]([C:6]#[N:7])=[C:4]([O:14][CH2:15][CH2:16][O:17][CH:18]([CH3:20])[CH3:19])[N:3]=1.[F:21][C:22]1[C:27]2[B:28]([OH:31])[O:29][CH2:30][C:26]=2[CH:25]=[C:24]([OH:32])[CH:23]=1.